From a dataset of Full USPTO retrosynthesis dataset with 1.9M reactions from patents (1976-2016). Predict the reactants needed to synthesize the given product. Given the product [Cl:8][C:5]1[N:6]=[CH:7][C:2]2[N:17]([CH:18]3[CH2:23][CH2:22][O:21][CH2:20][CH2:19]3)[C:15](=[O:16])[CH:10]3[CH2:11][O:12][CH2:13][CH2:14][N:9]3[C:3]=2[N:4]=1, predict the reactants needed to synthesize it. The reactants are: Br[C:2]1[C:3]([N:9]2[CH2:14][CH2:13][O:12][CH2:11][CH:10]2[C:15]([NH:17][CH:18]2[CH2:23][CH2:22][O:21][CH2:20][CH2:19]2)=[O:16])=[N:4][C:5]([Cl:8])=[N:6][CH:7]=1.CC1(C)C2C=CC=C(P(C3C=CC=CC=3)C3C=CC=CC=3)C=2OC2C1=CC=CC=2P(C1C=CC=CC=1)C1C=CC=CC=1.P([O-])([O-])([O-])=O.[K+].[K+].[K+].